The task is: Predict the reactants needed to synthesize the given product.. This data is from Full USPTO retrosynthesis dataset with 1.9M reactions from patents (1976-2016). Given the product [CH2:32]1[C:31]2[C:26](=[CH:27][CH:28]=[CH:29][CH:30]=2)[CH2:25][CH:24]1[N:23]([CH2:20][C:19]1[CH:18]=[CH:17][C:22]([CH3:21])=[CH:35][CH:34]=1)[C:14]([C:5]1[C:6]2[CH:7]=[N:8][N:9]([CH3:13])[C:10]=2[CH:11]=[CH:12][C:4]=1[CH:1]([CH3:3])[CH3:2])=[O:15], predict the reactants needed to synthesize it. The reactants are: [CH:1]([C:4]1[CH:12]=[CH:11][C:10]2[N:9]([CH3:13])[N:8]=[CH:7][C:6]=2[C:5]=1[C:14](Cl)=[O:15])([CH3:3])[CH3:2].[C:17]1(C)[CH:22]=[CH:21][C:20]([NH:23][CH:24]2[CH2:32][C:31]3[C:26](=[CH:27][CH:28]=[CH:29][CH:30]=3)[CH2:25]2)=[CH:19][CH:18]=1.[CH2:34](N(CC)CC)[CH3:35].